This data is from Full USPTO retrosynthesis dataset with 1.9M reactions from patents (1976-2016). The task is: Predict the reactants needed to synthesize the given product. (1) Given the product [CH3:13][O:14][C:15](=[O:21])[CH:16]([N:9]1[CH2:10][C@H:6]([CH:5]=[C:4]([F:12])[F:3])[CH2:7][C:8]1=[O:11])[CH2:17][CH3:18], predict the reactants needed to synthesize it. The reactants are: [H-].[Na+].[F:3][C:4]([F:12])=[CH:5][C@H:6]1[CH2:10][NH:9][C:8](=[O:11])[CH2:7]1.[CH3:13][O:14][C:15](=[O:21])[C:16](C)(Br)[CH2:17][CH3:18]. (2) Given the product [C:10]1([CH2:9][OH:8])[C:15]2[CH:16]=[CH:17][CH2:18][CH2:19][CH2:20][CH2:21][C:14]=2[CH:13]=[CH:12][CH:11]=1, predict the reactants needed to synthesize it. The reactants are: C([Si]([O:8][CH2:9][C:10]1[C:15]2[CH:16]=[CH:17][CH2:18][CH2:19][CH2:20][CH2:21][C:14]=2[CH:13]=[CH:12][CH:11]=1)(C)C)(C)(C)C.[F-].C([N+](CCCC)(CCCC)CCCC)CCC.O. (3) Given the product [Cl:1][C:2]1[CH:3]=[C:4]2[C:9](=[CH:10][C:11]=1[N:12]1[CH2:17][C:16]3[C:18]([CH:26]4[CH2:27][CH2:28]4)=[N:19][C:20]([C:22]([OH:24])=[O:23])=[CH:21][C:15]=3[NH:14][C:13]1=[O:29])[O:8][CH:7]([C:30]1[C:35]([F:36])=[CH:34][CH:33]=[CH:32][N:31]=1)[CH2:6][CH2:5]2, predict the reactants needed to synthesize it. The reactants are: [Cl:1][C:2]1[CH:3]=[C:4]2[C:9](=[CH:10][C:11]=1[N:12]1[CH2:17][C:16]3[C:18]([CH:26]4[CH2:28][CH2:27]4)=[N:19][C:20]([C:22]([O:24]C)=[O:23])=[CH:21][C:15]=3[NH:14][C:13]1=[O:29])[O:8][CH:7]([C:30]1[C:35]([F:36])=[CH:34][CH:33]=[CH:32][N:31]=1)[CH2:6][CH2:5]2.C(O)C.[OH-].[Na+].Cl. (4) Given the product [Cl:1][C:2]1[C:3]([O:12][C:20](=[O:29])[N:21]([CH3:28])[C:22]2[CH:27]=[CH:26][CH:25]=[CH:24][CH:23]=2)=[N:4][CH:5]=[C:6]([C:8]([F:11])([F:9])[F:10])[CH:7]=1, predict the reactants needed to synthesize it. The reactants are: [Cl:1][C:2]1[C:3]([OH:12])=[N:4][CH:5]=[C:6]([C:8]([F:11])([F:10])[F:9])[CH:7]=1.[I-].C[N+]1C=CN([C:20](=[O:29])[N:21]([CH3:28])[C:22]2[CH:27]=[CH:26][CH:25]=[CH:24][CH:23]=2)C=1.C(N(CC)CC)C. (5) Given the product [CH2:1]([S:3]([C:6]1[CH:7]=[C:8]([C:12]2[CH:20]=[C:19]([C:21]([NH:23][CH:24]3[CH2:25][CH2:26][N:27]([CH3:30])[CH2:28][CH2:29]3)=[O:22])[C:18]([CH3:31])=[C:17]3[C:13]=2[C:14]2[CH:35]=[C:34]([CH3:36])[CH:33]=[N:32][C:15]=2[NH:16]3)[CH:9]=[CH:10][CH:11]=1)(=[O:4])=[O:5])[CH3:2].[C:37]([OH:44])(=[O:43])[CH2:38][CH2:39][C:40]([OH:42])=[O:41].[CH2:1]([S:3]([C:6]1[CH:7]=[C:8]([C:12]2[CH:20]=[C:19]([C:21]([NH:23][CH:24]3[CH2:25][CH2:26][N:27]([CH3:30])[CH2:28][CH2:29]3)=[O:22])[C:18]([CH3:31])=[C:17]3[C:13]=2[C:14]2[CH:35]=[C:34]([CH3:36])[CH:33]=[N:32][C:15]=2[NH:16]3)[CH:9]=[CH:10][CH:11]=1)(=[O:4])=[O:5])[CH3:2], predict the reactants needed to synthesize it. The reactants are: [CH2:1]([S:3]([C:6]1[CH:7]=[C:8]([C:12]2[CH:20]=[C:19]([C:21]([NH:23][CH:24]3[CH2:29][CH2:28][N:27]([CH3:30])[CH2:26][CH2:25]3)=[O:22])[C:18]([CH3:31])=[C:17]3[C:13]=2[C:14]2[CH:35]=[C:34]([CH3:36])[CH:33]=[N:32][C:15]=2[NH:16]3)[CH:9]=[CH:10][CH:11]=1)(=[O:5])=[O:4])[CH3:2].[C:37]([OH:44])(=[O:43])[CH2:38][CH2:39][C:40]([OH:42])=[O:41]. (6) Given the product [F:12][C:2]([F:1])([F:11])[CH:3]([C:5]1[CH:6]=[CH:7][N:8]=[CH:9][CH:10]=1)[O:4][Si:15]([CH2:18][CH3:19])([CH2:16][CH3:17])[CH2:13][CH3:14], predict the reactants needed to synthesize it. The reactants are: [F:1][C:2]([F:12])([F:11])[CH:3]([C:5]1[CH:10]=[CH:9][N:8]=[CH:7][CH:6]=1)[OH:4].[CH2:13]([Si:15](Cl)([CH2:18][CH3:19])[CH2:16][CH3:17])[CH3:14].[Cl-].[NH4+]. (7) Given the product [CH3:1][C:2]1[CH:7]=[C:6]([C:8]2[CH:18]=[CH:17][C:11]([C:12]([OH:14])=[O:13])=[CH:10][CH:9]=2)[CH:5]=[CH:4][N:3]=1, predict the reactants needed to synthesize it. The reactants are: [CH3:1][C:2]1[CH:7]=[C:6]([C:8]2[CH:18]=[CH:17][C:11]([C:12]([O:14]CC)=[O:13])=[CH:10][CH:9]=2)[CH:5]=[CH:4][N:3]=1.[OH-].[Na+].O.Cl. (8) The reactants are: [CH3:1][S:2](Cl)(=[O:4])=[O:3].N1C=CC=CC=1.[Cl:12][C:13]1[CH:18]=[CH:17][C:16]([C:19]2[C:24]3[CH:25]=[CH:26][C:27]([NH2:29])=[CH:28][C:23]=3[O:22][C:21]([CH3:31])([CH3:30])[N:20]=2)=[CH:15][CH:14]=1. Given the product [Cl:12][C:13]1[CH:14]=[CH:15][C:16]([C:19]2[C:24]3[CH:25]=[CH:26][C:27]([NH:29][S:2]([CH3:1])(=[O:4])=[O:3])=[CH:28][C:23]=3[O:22][C:21]([CH3:31])([CH3:30])[N:20]=2)=[CH:17][CH:18]=1, predict the reactants needed to synthesize it. (9) Given the product [Cl:1][C:2]1[CH:7]=[CH:6][CH:5]=[CH:4][C:3]=1[C:8]1[N:33]([CH3:32])[C:35]2[C:40]([C:9]=1[CH2:10][CH2:11][CH2:12][N:13]1[CH2:18][CH2:17][CH:16]([C:19]3[CH:20]=[C:21]([NH:25][C:26](=[O:30])[CH:27]([CH3:29])[CH3:28])[CH:22]=[CH:23][CH:24]=3)[CH2:15][CH2:14]1)=[CH:39][CH:38]=[CH:37][CH:36]=2, predict the reactants needed to synthesize it. The reactants are: [Cl:1][C:2]1[CH:7]=[CH:6][CH:5]=[CH:4][C:3]=1[C:8](=O)[CH2:9][CH2:10][CH2:11][CH2:12][N:13]1[CH2:18][CH2:17][CH:16]([C:19]2[CH:20]=[C:21]([NH:25][C:26](=[O:30])[CH:27]([CH3:29])[CH3:28])[CH:22]=[CH:23][CH:24]=2)[CH2:15][CH2:14]1.[CH3:32][N:33]([C:35]1[CH:40]=[CH:39][CH:38]=[CH:37][CH:36]=1)N. (10) Given the product [CH3:16][C:15]1[O:14][N:13]=[C:12]([C:17]2[CH:22]=[CH:21][CH:20]=[CH:19][CH:18]=2)[C:11]=1[C:9]1[N:1]2[CH:6]=[CH:5][CH:4]=[CH:3][C:2]2=[CH:7][N:8]=1, predict the reactants needed to synthesize it. The reactants are: [N:1]1[CH:6]=[CH:5][CH:4]=[CH:3][C:2]=1[CH2:7][NH:8][C:9]([C:11]1[C:12]([C:17]2[CH:22]=[CH:21][CH:20]=[CH:19][CH:18]=2)=[N:13][O:14][C:15]=1[CH3:16])=O.P(Cl)(Cl)(Cl)=O.C(=O)(O)[O-].[Na+].